This data is from Reaction yield outcomes from USPTO patents with 853,638 reactions. The task is: Predict the reaction yield, written as a fraction of the theoretical maximum amount of product (1.0 means a 100% yield; for example, 0.34 means a 34% yield). (1) The reactants are [Br:1][C:2]1[CH:16]=[C:15](/[CH:17]=[CH:18]/[CH:19]([C:24]2[CH:29]=[C:28]([Cl:30])[C:27]([Cl:31])=[C:26]([Cl:32])[CH:25]=2)[C:20]([F:23])([F:22])[F:21])[CH:14]=[CH:13][C:3]=1[C:4]([NH:6][CH:7]1[CH2:12][CH2:11][NH:10][CH2:9][CH2:8]1)=[O:5].FC(F)(F)S(O[CH2:39][C:40]([F:43])([F:42])[F:41])(=O)=O. The catalyst is C1COCC1.CCOC(C)=O. The product is [Br:1][C:2]1[CH:16]=[C:15](/[CH:17]=[CH:18]/[CH:19]([C:24]2[CH:25]=[C:26]([Cl:32])[C:27]([Cl:31])=[C:28]([Cl:30])[CH:29]=2)[C:20]([F:23])([F:21])[F:22])[CH:14]=[CH:13][C:3]=1[C:4]([NH:6][CH:7]1[CH2:12][CH2:11][N:10]([CH2:39][C:40]([F:43])([F:42])[F:41])[CH2:9][CH2:8]1)=[O:5]. The yield is 0.440. (2) The reactants are [CH3:1][C:2]1([C:5]([OH:7])=O)[CH2:4][CH2:3]1.C(Cl)CCl.C1C=CC2N(O)N=NC=2C=1.CCN(CC)CC.[CH2:29]([O:31][C:32]([CH:34]1[CH2:39][CH2:38][NH:37][CH2:36][CH2:35]1)=[O:33])[CH3:30]. The catalyst is C(Cl)Cl. The product is [CH2:29]([O:31][C:32]([CH:34]1[CH2:39][CH2:38][N:37]([C:5]([C:2]2([CH3:1])[CH2:4][CH2:3]2)=[O:7])[CH2:36][CH2:35]1)=[O:33])[CH3:30]. The yield is 0.920. (3) The reactants are [OH-].[Na+].O.C[O:5][C:6](=[O:40])[CH2:7][C:8]1[N:9]=[C:10]([C:13]2[CH:18]=[CH:17][C:16]([C:19]([CH2:37][CH3:38])([C:22]3[CH:27]=[CH:26][C:25]([CH2:28][CH2:29][CH:30]([OH:35])[C:31]([CH3:34])([CH3:33])[CH3:32])=[C:24]([CH3:36])[CH:23]=3)[CH2:20][CH3:21])=[CH:15][C:14]=2[CH3:39])[S:11][CH:12]=1.Cl. The catalyst is CO. The product is [CH2:20]([C:19]([C:16]1[CH:17]=[CH:18][C:13]([C:10]2[S:11][CH:12]=[C:8]([CH2:7][C:6]([OH:40])=[O:5])[N:9]=2)=[C:14]([CH3:39])[CH:15]=1)([C:22]1[CH:27]=[CH:26][C:25]([CH2:28][CH2:29][CH:30]([OH:35])[C:31]([CH3:33])([CH3:34])[CH3:32])=[C:24]([CH3:36])[CH:23]=1)[CH2:37][CH3:38])[CH3:21]. The yield is 1.00. (4) The catalyst is CCO. The product is [CH3:75][C:69]1[CH:70]=[C:71]([CH3:74])[CH:72]=[CH:73][C:68]=1[O:67][CH2:66][C@H:65]([OH:76])[CH2:64][NH:63][C:34]1[CH:39]=[CH:38][NH:37][C:36](=[O:40])[C:35]=1[N:11]1[C:12]2[C:20](=[C:19]([CH3:22])[C:18]3[C:17](=[O:23])[N:16]([CH:24]4[CH2:29][CH2:28][N:27]([CH3:30])[CH2:26][CH2:25]4)[C:15](=[O:31])[C:14]=3[CH:13]=2)[N:21]=[CH:10]1. The reactants are Cl.IC1C=CNC(=O)C=1[C:10]1[NH:11][C:12]2[C:20]([N:21]=1)=[C:19]([CH3:22])[C:18]1[C:17](=[O:23])[N:16]([CH:24]3[CH2:29][CH2:28][N:27]([CH3:30])[CH2:26][CH2:25]3)[C:15](=[O:31])[C:14]=1[CH:13]=2.Cl.Cl[C:34]1[CH:39]=[CH:38][NH:37][C:36](=[O:40])[C:35]=1C1NC2C(N=1)=C(C)C1C(=O)N(C3CCN(C)CC3)C(=O)C=1C=2.[NH2:63][CH2:64][C@@H:65]([OH:76])[CH2:66][O:67][C:68]1[CH:73]=[CH:72][C:71]([CH3:74])=[CH:70][C:69]=1[CH3:75].CCN(CC)CC. The yield is 0.570. (5) The reactants are [CH3:1][C:2]1([CH:6]2[C:15]3[C:10](=[CH:11][CH:12]=[CH:13][CH:14]=3)[N:9]([CH2:16][C:17]([NH2:19])=O)[CH2:8][CH2:7]2)[CH2:5][O:4][CH2:3]1.[H-].[Al+3].[Li+].[H-].[H-].[H-].[OH-].[Na+].[O-]S([O-])(=O)=O.[Mg+2]. The catalyst is C1COCC1.O. The product is [CH3:1][C:2]1([CH:6]2[C:15]3[C:10](=[CH:11][CH:12]=[CH:13][CH:14]=3)[N:9]([CH2:16][CH2:17][NH2:19])[CH2:8][CH2:7]2)[CH2:5][O:4][CH2:3]1. The yield is 0.630. (6) The reactants are [CH2:1]([C:3]1[C:4]([C:13]([C:15]2[CH:16]=[C:17]([CH:20]=[C:21]([CH3:23])[CH:22]=2)[CH:18]=O)=[O:14])=[N:5][C:6]([O:11][CH3:12])=[N:7][C:8]=1[O:9][CH3:10])[CH3:2].[C:24]([CH2:26]P(=O)(OCC)OCC)#[N:25].CC(C)([O-])C.[K+]. The catalyst is C1COCC1. The product is [CH2:1]([C:3]1[C:4]([C:13]([C:15]2[CH:16]=[C:17]([CH:18]=[CH:26][C:24]#[N:25])[CH:20]=[C:21]([CH3:23])[CH:22]=2)=[O:14])=[N:5][C:6]([O:11][CH3:12])=[N:7][C:8]=1[O:9][CH3:10])[CH3:2]. The yield is 0.720. (7) The reactants are [CH3:1][O:2][C:3]1[CH:4]=[C:5]2[C:10](=[CH:11][C:12]=1[O:13][CH3:14])[N:9]=[CH:8][CH:7]=[C:6]2[O:15][C:16]1[CH:22]=[CH:21][C:19]([NH2:20])=[CH:18][CH:17]=1.ClC(Cl)(O[C:27](=[O:33])[O:28][C:29](Cl)(Cl)Cl)Cl.[O:35]1[CH2:40][CH2:39]C(O)[CH2:37][CH2:36]1.C(=O)(O)[O-].[Na+]. The catalyst is C(Cl)Cl.C(N(CC)CC)C.C1(C)C=CC=CC=1. The product is [CH3:1][O:2][C:3]1[CH:4]=[C:5]2[C:10](=[CH:11][C:12]=1[O:13][CH3:14])[N:9]=[CH:8][CH:7]=[C:6]2[O:15][C:16]1[CH:22]=[CH:21][C:19]([NH:20][C:27](=[O:33])[O:28][CH:29]2[CH2:39][CH2:40][O:35][CH2:36][CH2:37]2)=[CH:18][CH:17]=1. The yield is 0.830.